This data is from Forward reaction prediction with 1.9M reactions from USPTO patents (1976-2016). The task is: Predict the product of the given reaction. (1) Given the reactants [Br:1][C:2]1[CH:3]=[C:4]2[C:9](=[CH:10][C:11]=1[F:12])[NH:8][C:7](=O)[CH2:6][CH2:5]2.COC1C=CC(P2(SP(C3C=CC(OC)=CC=3)(=S)S2)=[S:23])=CC=1, predict the reaction product. The product is: [Br:1][C:2]1[CH:3]=[C:4]2[C:9](=[CH:10][C:11]=1[F:12])[NH:8][C:7](=[S:23])[CH2:6][CH2:5]2. (2) Given the reactants [Cl:1][C:2]1[CH:3]=[C:4](OS(C(F)(F)F)(=O)=O)[CH:5]=[C:6]([Cl:31])[C:7]=1[CH2:8][C@@H:9]1[CH2:13][CH2:12][N:11]([C@H:14]2[CH2:22][CH2:21][C:20]3[C:16](=[CH:17][N:18](S(C(F)(F)F)(=O)=O)[N:19]=3)[CH2:15]2)[C:10]1=[O:30].[C:40]1([CH:46]2[CH2:51][CH2:50][NH:49][CH2:48][CH2:47]2)[CH:45]=[CH:44][CH:43]=[CH:42][CH:41]=1.[Li+].[OH-], predict the reaction product. The product is: [Cl:1][C:2]1[CH:3]=[C:4]([N:49]2[CH2:50][CH2:51][CH:46]([C:40]3[CH:45]=[CH:44][CH:43]=[CH:42][CH:41]=3)[CH2:47][CH2:48]2)[CH:5]=[C:6]([Cl:31])[C:7]=1[CH2:8][C@@H:9]1[CH2:13][CH2:12][N:11]([C@H:14]2[CH2:22][CH2:21][C:20]3[C:16](=[CH:17][NH:18][N:19]=3)[CH2:15]2)[C:10]1=[O:30]. (3) Given the reactants [CH3:1][O:2][N:3]=[C:4]1[C:13]2[C:8](=[C:9]([CH3:17])[C:10]([CH3:16])=[C:11]([OH:15])[C:12]=2[CH3:14])[S:7][C:6]2([CH2:20][CH2:19][CH2:18]2)[CH2:5]1.C1COCC1.[BH3-]C#N.[Na+], predict the reaction product. The product is: [CH3:1][O:2][NH:3][CH:4]1[C:13]2[C:8](=[C:9]([CH3:17])[C:10]([CH3:16])=[C:11]([OH:15])[C:12]=2[CH3:14])[S:7][C:6]2([CH2:20][CH2:19][CH2:18]2)[CH2:5]1.